Dataset: Forward reaction prediction with 1.9M reactions from USPTO patents (1976-2016). Task: Predict the product of the given reaction. (1) Given the reactants CC[C@H]1[C@H]2C[C@H]([C@H](OC3C4C(=CC=CC=4)C(O[C@H](C4C=CN=C5C=4C=C(OC)C=C5)[C@@H]4N5C[C@H](CC)[C@@H](CC5)C4)=NN=3)C3C=CN=C4C=3C=C([O:22]C)C=C4)N(CC2)C1.[OH2:59].[F:60][C:61]([F:78])([F:77])[C:62]1[CH:63]=[C:64]([CH:72]=[C:73]([CH:75]=[CH2:76])[CH:74]=1)[C:65]([O:67][C:68]([CH3:71])([CH3:70])[CH3:69])=[O:66].S([O-])([O-])=O.[Na+].[Na+], predict the reaction product. The product is: [OH:59][C@H:75]([C:73]1[CH:72]=[C:64]([CH:63]=[C:62]([C:61]([F:77])([F:78])[F:60])[CH:74]=1)[C:65]([O:67][C:68]([CH3:71])([CH3:70])[CH3:69])=[O:66])[CH2:76][OH:22]. (2) Given the reactants Cl.[NH2:2][C:3]1([CH2:8][C:9]([OH:11])=[O:10])[CH2:7][CH2:6][CH2:5][CH2:4]1.[CH3:12][Si](C=[N+]=[N-])(C)C.C1(C)C=CC=CC=1, predict the reaction product. The product is: [CH3:12][O:10][C:9](=[O:11])[CH2:8][C:3]1([NH2:2])[CH2:7][CH2:6][CH2:5][CH2:4]1. (3) Given the reactants [F:1][C:2]1[CH:3]=[C:4]([CH2:9][C:10]([OH:12])=O)[CH:5]=[C:6]([F:8])[CH:7]=1.CN1CCOCC1.Cl.[CH3:21][O:22][C:23](=[O:28])[C@H:24]([CH2:26][OH:27])[NH2:25].C(Cl)(Cl)Cl, predict the reaction product. The product is: [CH3:21][O:22][C:23](=[O:28])[C@H:24]([CH2:26][OH:27])[NH:25][C:10](=[O:12])[CH2:9][C:4]1[CH:5]=[C:6]([F:8])[CH:7]=[C:2]([F:1])[CH:3]=1. (4) Given the reactants C[O:2][C:3]1[CH:28]=[CH:27][C:6]2[C:7]([CH2:20][CH2:21][CH2:22][CH2:23][CH2:24][CH2:25][OH:26])=[C:8]([C:12]3[CH:17]=[CH:16][C:15]([O:18]C)=[CH:14][CH:13]=3)[CH2:9][CH2:10][CH2:11][C:5]=2[CH:4]=1.C[S-].[Na+], predict the reaction product. The product is: [OH:26][CH2:25][CH2:24][CH2:23][CH2:22][CH2:21][CH2:20][C:7]1[C:6]2[CH:27]=[CH:28][C:3]([OH:2])=[CH:4][C:5]=2[CH2:11][CH2:10][CH2:9][C:8]=1[C:12]1[CH:17]=[CH:16][C:15]([OH:18])=[CH:14][CH:13]=1. (5) Given the reactants [CH3:16][C:11]1([CH3:17])[C:12]([CH3:15])([CH3:14])[O:13][B:9]([B:9]2[O:13][C:12]([CH3:15])([CH3:14])[C:11]([CH3:17])([CH3:16])[O:10]2)[O:10]1.[Cl:19][C:20]1[CH:25]=[CH:24][CH:23]=[C:22]([Cl:26])[C:21]=1[C:27]1[C:28](=[O:34])[CH2:29][CH2:30][C:31]=1[O:32][CH3:33], predict the reaction product. The product is: [Cl:19][C:20]1[CH:25]=[C:24]([B:9]2[O:10][C:11]([CH3:16])([CH3:17])[C:12]([CH3:14])([CH3:15])[O:13]2)[CH:23]=[C:22]([Cl:26])[C:21]=1[C:27]1[C:28](=[O:34])[CH2:29][CH2:30][C:31]=1[O:32][CH3:33].